This data is from NCI-60 drug combinations with 297,098 pairs across 59 cell lines. The task is: Regression. Given two drug SMILES strings and cell line genomic features, predict the synergy score measuring deviation from expected non-interaction effect. (1) Drug 1: C1=NC2=C(N=C(N=C2N1C3C(C(C(O3)CO)O)O)F)N. Drug 2: C#CCC(CC1=CN=C2C(=N1)C(=NC(=N2)N)N)C3=CC=C(C=C3)C(=O)NC(CCC(=O)O)C(=O)O. Cell line: MOLT-4. Synergy scores: CSS=90.5, Synergy_ZIP=0.0414, Synergy_Bliss=-0.0134, Synergy_Loewe=-0.359, Synergy_HSA=0.0800. (2) Drug 1: CC(C1=C(C=CC(=C1Cl)F)Cl)OC2=C(N=CC(=C2)C3=CN(N=C3)C4CCNCC4)N. Drug 2: CCCS(=O)(=O)NC1=C(C(=C(C=C1)F)C(=O)C2=CNC3=C2C=C(C=N3)C4=CC=C(C=C4)Cl)F. Cell line: SNB-19. Synergy scores: CSS=5.71, Synergy_ZIP=-0.223, Synergy_Bliss=0.254, Synergy_Loewe=-5.30, Synergy_HSA=-2.02. (3) Drug 1: COC1=CC(=CC(=C1O)OC)C2C3C(COC3=O)C(C4=CC5=C(C=C24)OCO5)OC6C(C(C7C(O6)COC(O7)C8=CC=CS8)O)O. Drug 2: C1=NNC2=C1C(=O)NC=N2. Cell line: NCIH23. Synergy scores: CSS=59.9, Synergy_ZIP=-1.21, Synergy_Bliss=1.59, Synergy_Loewe=-4.62, Synergy_HSA=5.07. (4) Drug 1: CC1=C(C=C(C=C1)C(=O)NC2=CC(=CC(=C2)C(F)(F)F)N3C=C(N=C3)C)NC4=NC=CC(=N4)C5=CN=CC=C5. Drug 2: C(CCl)NC(=O)N(CCCl)N=O. Cell line: HS 578T. Synergy scores: CSS=9.93, Synergy_ZIP=-8.06, Synergy_Bliss=-10.3, Synergy_Loewe=-8.44, Synergy_HSA=-7.96. (5) Drug 1: COC1=CC(=CC(=C1O)OC)C2C3C(COC3=O)C(C4=CC5=C(C=C24)OCO5)OC6C(C(C7C(O6)COC(O7)C8=CC=CS8)O)O. Drug 2: C1CC(=O)NC(=O)C1N2C(=O)C3=CC=CC=C3C2=O. Cell line: A498. Synergy scores: CSS=23.8, Synergy_ZIP=0.355, Synergy_Bliss=-1.71, Synergy_Loewe=-24.9, Synergy_HSA=-3.72. (6) Drug 1: CCCS(=O)(=O)NC1=C(C(=C(C=C1)F)C(=O)C2=CNC3=C2C=C(C=N3)C4=CC=C(C=C4)Cl)F. Drug 2: CN(CCCl)CCCl.Cl. Cell line: OVCAR-5. Synergy scores: CSS=-0.0740, Synergy_ZIP=1.84, Synergy_Bliss=4.02, Synergy_Loewe=-5.18, Synergy_HSA=-2.01.